This data is from Reaction yield outcomes from USPTO patents with 853,638 reactions. The task is: Predict the reaction yield, written as a fraction of the theoretical maximum amount of product (1.0 means a 100% yield; for example, 0.34 means a 34% yield). (1) The reactants are [NH2:1][C:2]1[N:15]=[CH:14][C:13]([Br:16])=[CH:12][C:3]=1[C:4]([NH:6][CH2:7][CH2:8][N:9]([CH3:11])[CH3:10])=O. The catalyst is C1COCC1. The product is [Br:16][C:13]1[CH:12]=[C:3]([CH2:4][NH:6][CH2:7][CH2:8][N:9]([CH3:11])[CH3:10])[C:2]([NH2:1])=[N:15][CH:14]=1. The yield is 0.250. (2) The reactants are [CH2:1]([N:4]([CH2:14][CH2:15][CH3:16])[C:5]1[N:10]2[CH:11]=[CH:12][N:13]=[C:9]2[CH:8]=[CH:7][CH:6]=1)[CH2:2][CH3:3].[Br:17]NC(=O)CCC(N)=O. The catalyst is CN(C=O)C. The product is [Br:17][C:12]1[N:13]=[C:9]2[CH:8]=[CH:7][CH:6]=[C:5]([N:4]([CH2:1][CH2:2][CH3:3])[CH2:14][CH2:15][CH3:16])[N:10]2[CH:11]=1. The yield is 0.490. (3) The reactants are [H-].[Na+].Cl[C:4]1[CH:9]=[CH:8][N:7]=[C:6]([NH2:10])[CH:5]=1.[NH2:11][C:12]1[CH:17]=[CH:16][C:15]([OH:18])=[CH:14][C:13]=1[F:19]. The catalyst is CS(C)=O. The product is [NH2:11][C:12]1[CH:17]=[CH:16][C:15]([O:18][C:4]2[CH:9]=[CH:8][N:7]=[C:6]([NH2:10])[CH:5]=2)=[CH:14][C:13]=1[F:19]. The yield is 0.260. (4) The product is [Cl:1][C:2]1[CH:3]=[C:4]([N:9]2[C:14](=[O:15])[CH:13]=[C:12]([O:16][CH:17]3[CH2:22][CH2:21][N:20]([C:23]4[N:24]=[CH:25][C:26]([CH2:29][CH2:30][CH3:31])=[CH:27][N:28]=4)[CH2:19][CH2:18]3)[CH:11]=[N:10]2)[CH:5]=[CH:6][C:7]=1[Cl:8]. The catalyst is CN1C(=O)CCC1. The yield is 0.660. The reactants are [Cl:1][C:2]1[CH:3]=[C:4]([N:9]2[C:14](=[O:15])[CH:13]=[C:12]([O:16][CH:17]3[CH2:22][CH2:21][N:20]([C:23]4[N:28]=[CH:27][C:26]([CH2:29][CH2:30][CH3:31])=[CH:25][N:24]=4)[CH2:19][CH2:18]3)[C:11](C(O)=O)=[N:10]2)[CH:5]=[CH:6][C:7]=1[Cl:8].C([O-])([O-])=O.[K+].[K+].